From a dataset of Full USPTO retrosynthesis dataset with 1.9M reactions from patents (1976-2016). Predict the reactants needed to synthesize the given product. (1) Given the product [ClH:1].[Cl:1][C:2]1[CH:3]=[C:4]([NH:16][C:17]2[C:18]3[N:25]([CH2:26][CH2:27][NH:28][C:29](=[O:37])[C:30]([CH3:31])([S:32]([CH3:35])(=[O:33])=[O:34])[CH3:36])[CH:24]=[CH:23][C:19]=3[N:20]=[CH:21][N:22]=2)[CH:5]=[CH:6][C:7]=1[O:8][C:9]1[CH:14]=[CH:13][CH:12]=[C:11]([Cl:15])[CH:10]=1, predict the reactants needed to synthesize it. The reactants are: [Cl:1][C:2]1[CH:3]=[C:4]([NH:16][C:17]2[C:18]3[N:25]([CH2:26][CH2:27][NH:28][C:29](=[O:37])[C:30]([CH3:36])([S:32]([CH3:35])(=[O:34])=[O:33])[CH3:31])[CH:24]=[CH:23][C:19]=3[N:20]=[CH:21][N:22]=2)[CH:5]=[CH:6][C:7]=1[O:8][C:9]1[CH:14]=[CH:13][CH:12]=[C:11]([Cl:15])[CH:10]=1.Cl.C(OCC)(=O)C. (2) Given the product [NH2:17][C:12]1([C:19]#[N:18])[CH2:13][CH2:14][N:9]([CH:7]([C:1]2[CH:6]=[CH:5][CH:4]=[CH:3][CH:2]=2)[CH3:8])[CH2:10][CH2:11]1, predict the reactants needed to synthesize it. The reactants are: [C:1]1([CH:7]([N:9]2[CH2:14][CH2:13][C:12](=O)[CH2:11][CH2:10]2)[CH3:8])[CH:6]=[CH:5][CH:4]=[CH:3][CH:2]=1.[Cl-].[NH4+:17].[NH3:18].[C-:19]#N.[Na+]. (3) Given the product [CH3:14][O:13][Si:12]([CH2:11][CH2:10][CH2:9][C:5]1[N:4]=[CH:3][NH:2][N:1]=1)([O:17][CH3:18])[O:15][CH3:16], predict the reactants needed to synthesize it. The reactants are: [NH:1]1[CH:5]=[N:4][CH:3]=[N:2]1.[H-].[Na+].I[CH2:9][CH2:10][CH2:11][Si:12]([O:17][CH3:18])([O:15][CH3:16])[O:13][CH3:14].ClCCl. (4) Given the product [Cl:24][C:25]1[N:33]=[CH:32][N:31]=[C:30]2[C:26]=1[N:27]=[CH:28][N:29]2[CH:20]([CH2:19][CH2:18][CH2:17][CH2:16][CH2:14][CH2:12][CH3:13])[CH2:21][CH3:22], predict the reactants needed to synthesize it. The reactants are: N(C(O[CH:12]([CH3:14])[CH3:13])=O)=NC(OC(C)C)=O.C[CH2:16][CH:17](O)[CH2:18][CH2:19][CH2:20][CH2:21][CH3:22].[Cl:24][C:25]1[N:33]=[CH:32][N:31]=[C:30]2[C:26]=1[N:27]=[CH:28][NH:29]2.C1(P(C2C=CC=CC=2)C2C=CC=CC=2)C=CC=CC=1. (5) The reactants are: [O:1]([C:8]1[CH:13]=[CH:12][C:11]([CH2:14][C:15]([OH:17])=O)=[CH:10][CH:9]=1)[C:2]1[CH:7]=[CH:6][CH:5]=[CH:4][CH:3]=1.[CH2:18](Cl)CCl.C1C=CC2N(O)N=NC=2C=1.CCN(CC)CC.[CH3:39][N:40]1[CH2:45][CH2:44][N:43]([C:46]2[C:54]3[C:49](=[CH:50][C:51]([NH2:55])=[CH:52][CH:53]=3)[NH:48][N:47]=2)[CH2:42][CH2:41]1. Given the product [CH2:2]([O:1][C:8]1[CH:9]=[CH:10][C:11]([CH2:14][C:15]([NH:55][C:51]2[CH:50]=[C:49]3[C:54]([C:46]([N:43]4[CH2:44][CH2:45][N:40]([CH3:39])[CH2:41][CH2:42]4)=[N:47][NH:48]3)=[CH:53][CH:52]=2)=[O:17])=[CH:12][CH:13]=1)[C:7]1[CH:6]=[CH:5][CH:4]=[CH:3][CH:18]=1, predict the reactants needed to synthesize it. (6) Given the product [C:30]([O:1][C@@H:2]1[CH2:20][CH2:19][C@@:18]2([CH3:21])[C@H:4]([CH2:5][CH2:6][C@@H:7]3[C:17]2=[CH:16][CH2:15][C@@:14]2([CH3:22])[C@H:8]3[CH2:9][CH2:10]/[C:11]/2=[CH:12]/[CH3:13])[CH2:3]1)(=[O:32])[CH3:31], predict the reactants needed to synthesize it. The reactants are: [OH:1][C@@H:2]1[CH2:20][CH2:19][C@@:18]2([CH3:21])[C@H:4]([CH2:5][CH2:6][C@@H:7]3[C:17]2=[CH:16][CH2:15][C@@:14]2([CH3:22])[C@H:8]3[CH2:9][CH2:10]/[C:11]/2=[CH:12]/[CH3:13])[CH2:3]1.C(N(CC)CC)C.[C:30](OC(=O)C)(=[O:32])[CH3:31]. (7) Given the product [C:17]([O:21][C:22]([N:24]1[CH2:28][CH2:27][CH2:26][CH2:25]1)=[O:23])([CH3:20])([CH3:18])[CH3:19], predict the reactants needed to synthesize it. The reactants are: NC1C=CC(N=NC2C=CC(N)=CC=2)=CC=1.[C:17]([O:21][C:22]([N:24]1[CH2:28][CH2:27][CH2:26][CH:25]1C(O)=O)=[O:23])([CH3:20])([CH3:19])[CH3:18].C(OC(N1C2C(=CC=CC=2)C=CC1)=O)C. (8) Given the product [OH:23][C:16]1[CH:15]=[C:14]([NH:13][S:10]([C:6]2[CH:7]=[CH:8][CH:9]=[C:4]([CH:1]([OH:3])[CH3:2])[CH:5]=2)(=[O:12])=[O:11])[CH:22]=[CH:21][C:17]=1[C:18]([OH:20])=[O:19], predict the reactants needed to synthesize it. The reactants are: [C:1]([C:4]1[CH:5]=[C:6]([S:10]([NH:13][C:14]2[CH:22]=[CH:21][C:17]([C:18]([OH:20])=[O:19])=[C:16]([OH:23])[CH:15]=2)(=[O:12])=[O:11])[CH:7]=[CH:8][CH:9]=1)(=[O:3])[CH3:2].[BH4-].[Na+]. (9) The reactants are: [CH2:1]([O:3][C:4](=[O:17])[C:5]([C:15]#[N:16])=[CH:6][C:7]1[CH:12]=[CH:11][CH:10]=[C:9]([O:13][CH3:14])[CH:8]=1)[CH3:2].O[C:19]1C=C[CH:25]=[C:24]2[C:20]=1[CH:21]=[CH:22][NH:23]2. Given the product [C:15]([CH:5]1[C:6]([C:7]2[CH:12]=[CH:11][CH:10]=[C:9]([O:13][CH3:14])[CH:8]=2)=[C:19]2[C:1](=[C:2]3[CH:25]=[CH:24][N:23]=[C:22]3[CH:21]=[CH:20]2)[O:3][C:4]1=[O:17])#[N:16], predict the reactants needed to synthesize it. (10) The reactants are: [Cl:1][C:2]1[CH:7]=[CH:6][C:5]([CH:8]2[C:12]3[NH:13][C:14]([C:16]4[CH2:17][CH2:18][O:19][CH2:20][CH:21]=4)=[N:15][C:11]=3[C:10](=[O:22])[N:9]2[C:23]2[N:28]=[C:27]3[N:29]([CH3:32])[N:30]=[N:31][C:26]3=[C:25]([CH3:33])[CH:24]=2)=[CH:4][CH:3]=1. Given the product [Cl:1][C:2]1[CH:3]=[CH:4][C:5]([C@@H:8]2[C:12]3[NH:13][C:14]([C:16]4[CH2:17][CH2:18][O:19][CH2:20][CH:21]=4)=[N:15][C:11]=3[C:10](=[O:22])[N:9]2[C:23]2[N:28]=[C:27]3[N:29]([CH3:32])[N:30]=[N:31][C:26]3=[C:25]([CH3:33])[CH:24]=2)=[CH:6][CH:7]=1, predict the reactants needed to synthesize it.